The task is: Predict the product of the given reaction.. This data is from Forward reaction prediction with 1.9M reactions from USPTO patents (1976-2016). (1) Given the reactants [OH:1][C:2]1[CH:9]=[CH:8][C:5]([CH:6]=[O:7])=[CH:4][CH:3]=1.N1C=CC=CC=1.[N:16]1([C:22](Cl)=[O:23])[CH2:21][CH2:20][O:19][CH2:18][CH2:17]1.C([O-])(O)=O.[Na+], predict the reaction product. The product is: [N:16]1([C:22]([O:1][C:2]2[CH:9]=[CH:8][C:5]([CH:6]=[O:7])=[CH:4][CH:3]=2)=[O:23])[CH2:21][CH2:20][O:19][CH2:18][CH2:17]1. (2) Given the reactants [CH3:1][N:2]([CH3:13])[S:3]([C:6]1[CH:11]=[CH:10][C:9](Br)=[CH:8][CH:7]=1)(=[O:5])=[O:4].C([O-])(=O)C.[K+].[CH3:19][O:20][C:21]1[CH:26]=[CH:25][N:24]=[C:23]([CH2:27][CH2:28][C:29]2[NH:38][C:32]3=[N:33][CH:34]=[C:35](I)[CH:36]=[C:31]3[N:30]=2)[CH:22]=1.C(=O)([O-])[O-].[K+].[K+].[Cl-].[Li+], predict the reaction product. The product is: [CH3:19][O:20][C:21]1[CH:26]=[CH:25][N:24]=[C:23]([CH2:27][CH2:28][C:29]2[NH:38][C:32]3=[N:33][CH:34]=[C:35]([C:9]4[CH:10]=[CH:11][C:6]([S:3]([N:2]([CH3:13])[CH3:1])(=[O:5])=[O:4])=[CH:7][CH:8]=4)[CH:36]=[C:31]3[N:30]=2)[CH:22]=1.